This data is from Reaction yield outcomes from USPTO patents with 853,638 reactions. The task is: Predict the reaction yield, written as a fraction of the theoretical maximum amount of product (1.0 means a 100% yield; for example, 0.34 means a 34% yield). (1) The reactants are C1(C[N:8]2[CH2:14][CH:13]([OH:15])[C:10]3([CH2:12][CH2:11]3)[CH2:9]2)C=CC=CC=1.[ClH:16]. The catalyst is CO. The product is [ClH:16].[CH2:11]1[C:10]2([CH:13]([OH:15])[CH2:14][NH:8][CH2:9]2)[CH2:12]1. The yield is 0.990. (2) The reactants are [CH2:1]([O:3][C:4]([C:6]1[O:14][C:13]2[CH:12]=[CH:11][N:10]=[CH:9][C:8]=2[C:7]=1OS(C(F)(F)F)(=O)=O)=[O:5])[CH3:2].[F:23][C:24]1[CH:29]=[C:28]([S:30][CH3:31])[CH:27]=[CH:26][C:25]=1[NH2:32].CC1(C)C2C(=C(P(C3C=CC=CC=3)C3C=CC=CC=3)C=CC=2)OC2C(P(C3C=CC=CC=3)C3C=CC=CC=3)=CC=CC1=2.[O-]P([O-])([O-])=O.[K+].[K+].[K+]. The catalyst is C1(C)C=CC=CC=1.C1C=CC(/C=C/C(/C=C/C2C=CC=CC=2)=O)=CC=1.C1C=CC(/C=C/C(/C=C/C2C=CC=CC=2)=O)=CC=1.C1C=CC(/C=C/C(/C=C/C2C=CC=CC=2)=O)=CC=1.[Pd].[Pd]. The product is [CH2:1]([O:3][C:4]([C:6]1[O:14][C:13]2[CH:12]=[CH:11][N:10]=[CH:9][C:8]=2[C:7]=1[NH:32][C:25]1[CH:26]=[CH:27][C:28]([S:30][CH3:31])=[CH:29][C:24]=1[F:23])=[O:5])[CH3:2]. The yield is 0.600. (3) The reactants are [CH2:1]([O:3][C:4](=[O:16])[CH:5]=[C:6]1[CH2:11][CH2:10][N:9]([C:12]([CH3:15])([CH3:14])[CH3:13])[CH2:8][CH2:7]1)[CH3:2].[H][H]. The catalyst is C(O)C. The product is [CH2:1]([O:3][C:4](=[O:16])[CH2:5][CH:6]1[CH2:7][CH2:8][N:9]([C:12]([CH3:15])([CH3:14])[CH3:13])[CH2:10][CH2:11]1)[CH3:2]. The yield is 0.780. (4) The reactants are C1N2CN3CN(C2)C[N:2]1C3.Br[CH2:12][C:13]([C:15]1[CH:20]=[CH:19][C:18]([N+:21]([O-:23])=[O:22])=[CH:17][CH:16]=1)=[O:14].C(Cl)[Cl:25]. No catalyst specified. The product is [ClH:25].[NH2:2][CH2:12][C:13]([C:15]1[CH:20]=[CH:19][C:18]([N+:21]([O-:23])=[O:22])=[CH:17][CH:16]=1)=[O:14]. The yield is 0.720. (5) The reactants are Br[CH2:2][CH2:3][CH2:4][CH2:5][CH2:6][CH2:7][CH2:8][CH2:9][CH2:10][CH2:11][CH2:12][CH2:13][CH2:14][CH2:15][CH2:16][C:17]([OH:19])=[O:18].[SH:20][CH2:21][CH2:22][CH2:23][OH:24].N1(C2CCCCCCCCCC2)CCCN=CCCCCC1. The catalyst is CN(C=O)C.[I-].C([N+](CCCC)(CCCC)CCCC)CCC. The product is [OH:24][CH2:23][CH2:22][CH2:21][S:20][CH2:2][CH2:3][CH2:4][CH2:5][CH2:6][CH2:7][CH2:8][CH2:9][CH2:10][CH2:11][CH2:12][CH2:13][CH2:14][CH2:15][CH2:16][C:17]([OH:19])=[O:18]. The yield is 0.530. (6) The reactants are [NH:1]1[CH:5]=[CH:4][N:3]=[CH:2]1.C(=O)([O-])[O-].[K+].[K+].F[C:13]1[CH:20]=[C:19]([F:21])[CH:18]=[CH:17][C:14]=1[C:15]#[N:16]. The catalyst is O1CCCC1.CN(C)C=O. The product is [F:21][C:19]1[CH:20]=[CH:13][C:14]([C:15]#[N:16])=[C:17]([N:1]2[CH:5]=[CH:4][N:3]=[CH:2]2)[CH:18]=1. The yield is 0.0900. (7) The reactants are [Cl:1][C:2]1[N:7]=[C:6]([C:8]2[NH:9][C:10]3[C:15]([CH:16]=2)=[C:14]([F:17])[CH:13]=[CH:12][CH:11]=3)[C:5]([OH:18])=[CH:4][CH:3]=1.[CH:19]1[CH:24]=[CH:23][C:22]([CH2:25]Br)=[CH:21][CH:20]=1.C([O-])([O-])=O.[K+].[K+]. The catalyst is CN(C=O)C.O. The product is [CH2:25]([O:18][C:5]1[C:6]([C:8]2[NH:9][C:10]3[C:15]([CH:16]=2)=[C:14]([F:17])[CH:13]=[CH:12][CH:11]=3)=[N:7][C:2]([Cl:1])=[CH:3][CH:4]=1)[C:22]1[CH:23]=[CH:24][CH:19]=[CH:20][CH:21]=1. The yield is 0.746. (8) The reactants are [C:1](=[O:12])([S:9][CH2:10][CH3:11])[O:2][O:3][CH:4](Cl)[CH:5]([CH3:7])[CH3:6].[C:13]([OH:19])(=[O:18])[C:14]([CH3:17])([CH3:16])[CH3:15].C(N(CC)C(C)C)(C)C.O. The catalyst is CCOCC. The product is [C:1](=[O:12])([S:9][CH2:10][CH3:11])[O:2][O:3][CH:4]([O:19][C:13](=[O:18])[C:14]([CH3:17])([CH3:16])[CH3:15])[CH:5]([CH3:7])[CH3:6]. The yield is 1.00.